Task: Regression. Given two drug SMILES strings and cell line genomic features, predict the synergy score measuring deviation from expected non-interaction effect.. Dataset: NCI-60 drug combinations with 297,098 pairs across 59 cell lines (1) Drug 1: CC1C(C(CC(O1)OC2CC(OC(C2O)C)OC3=CC4=CC5=C(C(=O)C(C(C5)C(C(=O)C(C(C)O)O)OC)OC6CC(C(C(O6)C)O)OC7CC(C(C(O7)C)O)OC8CC(C(C(O8)C)O)(C)O)C(=C4C(=C3C)O)O)O)O. Drug 2: C1CN(P(=O)(OC1)NCCCl)CCCl. Cell line: SN12C. Synergy scores: CSS=58.8, Synergy_ZIP=1.70, Synergy_Bliss=3.81, Synergy_Loewe=-46.2, Synergy_HSA=1.60. (2) Drug 1: C1CCC(CC1)NC(=O)N(CCCl)N=O. Drug 2: CN(CCCl)CCCl.Cl. Cell line: HL-60(TB). Synergy scores: CSS=56.5, Synergy_ZIP=-1.04, Synergy_Bliss=-8.92, Synergy_Loewe=-20.6, Synergy_HSA=-9.94. (3) Drug 1: CC1C(C(CC(O1)OC2CC(CC3=C2C(=C4C(=C3O)C(=O)C5=C(C4=O)C(=CC=C5)OC)O)(C(=O)CO)O)N)O.Cl. Drug 2: CC1CCCC2(C(O2)CC(NC(=O)CC(C(C(=O)C(C1O)C)(C)C)O)C(=CC3=CSC(=N3)C)C)C. Cell line: HS 578T. Synergy scores: CSS=49.2, Synergy_ZIP=-0.361, Synergy_Bliss=-3.47, Synergy_Loewe=-25.4, Synergy_HSA=-3.44. (4) Drug 1: CC1C(C(=O)NC(C(=O)N2CCCC2C(=O)N(CC(=O)N(C(C(=O)O1)C(C)C)C)C)C(C)C)NC(=O)C3=C4C(=C(C=C3)C)OC5=C(C(=O)C(=C(C5=N4)C(=O)NC6C(OC(=O)C(N(C(=O)CN(C(=O)C7CCCN7C(=O)C(NC6=O)C(C)C)C)C)C(C)C)C)N)C. Drug 2: CC1=C2C(C(=O)C3(C(CC4C(C3C(C(C2(C)C)(CC1OC(=O)C(C(C5=CC=CC=C5)NC(=O)C6=CC=CC=C6)O)O)OC(=O)C7=CC=CC=C7)(CO4)OC(=O)C)O)C)OC(=O)C. Cell line: SK-MEL-5. Synergy scores: CSS=37.2, Synergy_ZIP=10.8, Synergy_Bliss=13.1, Synergy_Loewe=3.27, Synergy_HSA=7.02.